Dataset: Forward reaction prediction with 1.9M reactions from USPTO patents (1976-2016). Task: Predict the product of the given reaction. (1) Given the reactants [CH3:1][O:2][C:3](=[O:41])[NH:4][C@@H:5]([CH:38]([CH3:40])[CH3:39])[C:6]([N:8]1[CH2:12][C@@H:11]([O:13][CH2:14][CH3:15])[CH2:10][C@H:9]1[C:16]1[NH:20][C:19]2[C:21]3[C:26]([CH:27]=[CH:28][C:18]=2[N:17]=1)=[CH:25][C:24]1[C:29]2[C:34]([CH2:35][O:36][C:23]=1[CH:22]=3)=[CH:33][C:32](Cl)=[CH:31][CH:30]=2)=[O:7].[CH3:42][C:43]1([CH3:59])[C:47]([CH3:49])([CH3:48])[O:46][B:45]([B:45]2[O:46][C:47]([CH3:49])([CH3:48])[C:43]([CH3:59])([CH3:42])[O:44]2)[O:44]1.C([O-])(=O)C.[K+].C1(P(C2CCCCC2)C2C=CC=CC=2C2C(C(C)C)=CC(C(C)C)=CC=2C(C)C)CCCCC1, predict the reaction product. The product is: [CH3:1][O:2][C:3](=[O:41])[NH:4][C@@H:5]([CH:38]([CH3:40])[CH3:39])[C:6]([N:8]1[CH2:12][C@@H:11]([O:13][CH2:14][CH3:15])[CH2:10][C@H:9]1[C:16]1[NH:20][C:19]2[C:21]3[C:26]([CH:27]=[CH:28][C:18]=2[N:17]=1)=[CH:25][C:24]1[C:29]2[C:34]([CH2:35][O:36][C:23]=1[CH:22]=3)=[CH:33][C:32]([B:45]1[O:46][C:47]([CH3:49])([CH3:48])[C:43]([CH3:59])([CH3:42])[O:44]1)=[CH:31][CH:30]=2)=[O:7]. (2) The product is: [Cl:1][C:2]1[CH:7]=[C:6]([C:8]#[CH:9])[CH:5]=[C:4]([O:10][CH3:11])[C:3]=1[C:12]1[C:18](=[O:19])[CH:17]2[CH2:20][CH:14]([CH2:15][CH2:16]2)[C:13]=1[O:21][CH3:22]. Given the reactants [Cl:1][C:2]1[CH:7]=[C:6]([C:8]#[CH:9])[CH:5]=[C:4]([O:10][CH3:11])[C:3]=1[CH:12]1[C:18](=[O:19])[CH:17]2[CH2:20][CH:14]([CH2:15][CH2:16]2)[C:13]1=[O:21].[C:22](=O)([O-])[O-].[K+].[K+].IC, predict the reaction product. (3) Given the reactants [NH2:1][C:2]1[CH:9]=[CH:8][CH:7]=[C:6]([O:10][CH:11]2[CH2:16][CH2:15][CH2:14][CH2:13][CH:12]2[O:17][CH3:18])[C:3]=1[C:4]#[N:5].O=[C:20]([CH3:27])[CH2:21][C:22]([O:24][CH2:25][CH3:26])=[O:23], predict the reaction product. The product is: [CH2:25]([O:24][C:22]([C:21]1[C:20]([CH3:27])=[N:1][C:2]2[C:3]([C:4]=1[NH2:5])=[C:6]([O:10][CH:11]1[CH2:16][CH2:15][CH2:14][CH2:13][CH:12]1[O:17][CH3:18])[CH:7]=[CH:8][CH:9]=2)=[O:23])[CH3:26]. (4) The product is: [NH2:15][C:3]1[C:4](=[O:14])[N:5]([CH2:11][CH2:12][CH3:13])[C:6](=[O:10])[N:7]([CH2:8][CH3:9])[C:2]=1[NH2:1]. Given the reactants [NH2:1][C:2]1[N:7]([CH2:8][CH3:9])[C:6](=[O:10])[N:5]([CH2:11][CH2:12][CH3:13])[C:4](=[O:14])[C:3]=1[N:15]=O, predict the reaction product.